From a dataset of Catalyst prediction with 721,799 reactions and 888 catalyst types from USPTO. Predict which catalyst facilitates the given reaction. (1) Reactant: [Cl:1][C:2]1[CH:3]=[N:4][CH:5]=[CH:6][C:7]=1[C:8]1[CH:13]=[CH:12][C:11]([NH:14][C:15]2[CH:27]=[CH:26][C:25]([CH3:28])=[CH:24][C:16]=2[C:17]([O:19]C(C)(C)C)=[O:18])=[CH:10][N:9]=1. Product: [Cl:1][C:2]1[CH:3]=[N:4][CH:5]=[CH:6][C:7]=1[C:8]1[CH:13]=[CH:12][C:11]([NH:14][C:15]2[CH:27]=[CH:26][C:25]([CH3:28])=[CH:24][C:16]=2[C:17]([OH:19])=[O:18])=[CH:10][N:9]=1. The catalyst class is: 55. (2) Reactant: [Cl:1][C:2]1[C:3]([C:12]([NH2:14])=[O:13])=[N:4][C:5](S(C)(=O)=O)=[N:6][CH:7]=1.[CH3:15][C@H:16]1[CH2:24][C:23]2[C:18](=[CH:19][C:20]([CH3:25])=[CH:21][CH:22]=2)[C@@H:17]1[NH2:26].C(N(CC)CC)C. Product: [Cl:1][C:2]1[C:3]([C:12]([NH2:14])=[O:13])=[N:4][C:5]([NH:26][C@H:17]2[C:18]3[C:23](=[CH:22][CH:21]=[C:20]([CH3:25])[CH:19]=3)[CH2:24][C@@H:16]2[CH3:15])=[N:6][CH:7]=1. The catalyst class is: 80. (3) Reactant: [C:1]([O:5][C:6]([NH:8][CH:9]([C:23]1[CH:28]=[CH:27][CH:26]=[C:25]([N+:29]([O-:31])=[O:30])[CH:24]=1)[CH2:10][CH2:11]OS(C1C=CC(C)=CC=1)(=O)=O)=[O:7])([CH3:4])([CH3:3])[CH3:2].[C-:32]#[N:33].[Na+].O. Product: [C:1]([O:5][C:6](=[O:7])[NH:8][CH:9]([C:23]1[CH:28]=[CH:27][CH:26]=[C:25]([N+:29]([O-:31])=[O:30])[CH:24]=1)[CH2:10][CH2:11][C:32]#[N:33])([CH3:2])([CH3:3])[CH3:4]. The catalyst class is: 3. (4) The catalyst class is: 43. Reactant: [CH3:1][O:2][CH2:3][CH2:4][O:5][C:6]1[CH:11]=[CH:10][C:9]([N+:12]([O-])=O)=[CH:8][CH:7]=1. Product: [CH3:1][O:2][CH2:3][CH2:4][O:5][C:6]1[CH:11]=[CH:10][C:9]([NH2:12])=[CH:8][CH:7]=1. (5) Reactant: [C:1]1(S(Cl)(=O)=O)[CH:6]=[CH:5][CH:4]=[CH:3]C=1.Cl[C:12]1[C:17](Cl)=[CH:16][CH:15]=[CH:14][C:13]=1[S:19]([NH:22][C:23]1[CH:28]=[CH:27][CH:26]=[C:25]([C:29]#[C:30][C:31]2[C:32](N)=[N:33][CH:34]=[N:35][C:36]=2[NH2:37])[CH:24]=1)(=[O:21])=[O:20].[N:39]1C=C[CH:42]=[CH:41][CH:40]=1. Product: [N:39]1([CH2:40][CH2:41][CH2:42][NH:35][C:34]2[N:33]=[CH:32][C:31]([C:30]#[C:29][C:25]3[CH:24]=[C:23]([NH:22][S:19]([C:13]4[CH:14]=[CH:15][CH:16]=[CH:17][CH:12]=4)(=[O:20])=[O:21])[CH:28]=[CH:27][CH:26]=3)=[CH:36][N:37]=2)[CH2:3][CH2:4][CH2:5][CH2:6][CH2:1]1. The catalyst class is: 1. (6) Reactant: [N:1]1([C:7]2[CH:12]=[CH:11][C:10]([NH:13][C:14]([C:16]3[CH:17]=[C:18]([CH:27]=[CH:28][CH:29]=3)[CH2:19][S:20][CH2:21][CH2:22][C:23]([O:25]C)=[O:24])=[O:15])=[C:9]([C:30]([C:32]3[NH:33][C:34]4[C:39]([CH:40]=3)=[CH:38][CH:37]=[C:36]([C:41]([F:44])([F:43])[F:42])[CH:35]=4)=[O:31])[CH:8]=2)[CH2:6][CH2:5][CH2:4][CH2:3][CH2:2]1.O.[OH-].[Li+]. Product: [N:1]1([C:7]2[CH:12]=[CH:11][C:10]([NH:13][C:14]([C:16]3[CH:17]=[C:18]([CH:27]=[CH:28][CH:29]=3)[CH2:19][S:20][CH2:21][CH2:22][C:23]([OH:25])=[O:24])=[O:15])=[C:9]([C:30]([C:32]3[NH:33][C:34]4[C:39]([CH:40]=3)=[CH:38][CH:37]=[C:36]([C:41]([F:43])([F:44])[F:42])[CH:35]=4)=[O:31])[CH:8]=2)[CH2:6][CH2:5][CH2:4][CH2:3][CH2:2]1. The catalyst class is: 30. (7) Reactant: [CH3:1][N:2]([C:9]1[CH:14]=[CH:13][CH:12]=[C:11]([C:15]2[CH2:19][C:18]([C:24]3[CH:29]=[C:28]([Cl:30])[CH:27]=[C:26]([Cl:31])[CH:25]=3)([C:20]([F:23])([F:22])[F:21])[O:17][N:16]=2)[CH:10]=1)C(=O)C(F)(F)F.C(=O)([O-])[O-].[Na+].[Na+].O.C(OCC)(=O)C. Product: [CH3:1][NH:2][C:9]1[CH:14]=[CH:13][CH:12]=[C:11]([C:15]2[CH2:19][C:18]([C:24]3[CH:25]=[C:26]([Cl:31])[CH:27]=[C:28]([Cl:30])[CH:29]=3)([C:20]([F:23])([F:21])[F:22])[O:17][N:16]=2)[CH:10]=1. The catalyst class is: 5.